This data is from Catalyst prediction with 721,799 reactions and 888 catalyst types from USPTO. The task is: Predict which catalyst facilitates the given reaction. (1) Reactant: [N:1]([CH:4]([C:6]1[N:14]([C:15]2[CH:20]=[CH:19][CH:18]=[CH:17][CH:16]=2)[C:9]2[CH:10]=[N:11][CH:12]=[CH:13][C:8]=2[N:7]=1)[CH3:5])=[N+]=[N-]. Product: [C:15]1([N:14]2[C:9]3[CH:10]=[N:11][CH:12]=[CH:13][C:8]=3[N:7]=[C:6]2[CH:4]([NH2:1])[CH3:5])[CH:16]=[CH:17][CH:18]=[CH:19][CH:20]=1. The catalyst class is: 350. (2) Reactant: [CH2:1]([N:8]1[CH:12]=[C:11]([C:13](OCC)=[O:14])[C:10]([O:18][CH2:19][C:20]2[CH:25]=[CH:24][CH:23]=[CH:22][CH:21]=2)=[N:9]1)[C:2]1[CH:7]=[CH:6][CH:5]=[CH:4][CH:3]=1.[H-].[Li+].[Al+3].[H-].[H-].[H-].O. Product: [CH2:1]([N:8]1[CH:12]=[C:11]([CH2:13][OH:14])[C:10]([O:18][CH2:19][C:20]2[CH:25]=[CH:24][CH:23]=[CH:22][CH:21]=2)=[N:9]1)[C:2]1[CH:3]=[CH:4][CH:5]=[CH:6][CH:7]=1. The catalyst class is: 7. (3) Reactant: [H-].[Al+3].[Li+].[H-].[H-].[H-].[CH3:7][O:8][CH2:9][O:10][C:11]1[CH:12]=[C:13]([CH:16]=[CH:17][C:18]=1[O:19][CH2:20][O:21][CH3:22])[C:14]#[N:15].O.[OH-].[Na+]. Product: [CH3:7][O:8][CH2:9][O:10][C:11]1[CH:12]=[C:13]([CH2:14][NH2:15])[CH:16]=[CH:17][C:18]=1[O:19][CH2:20][O:21][CH3:22]. The catalyst class is: 1. (4) Product: [CH:5]1([N:11]=[C:1]=[O:2])[CH2:10][CH2:9][CH2:8][CH2:7][CH2:6]1. Reactant: [C:1](Cl)(Cl)=[O:2].[CH:5]1([NH2:11])[CH2:10][CH2:9][CH2:8][CH2:7][CH2:6]1. The catalyst class is: 159. (5) Reactant: [NH:1]1[C:9]2[C:4](=[CH:5][CH:6]=[CH:7][CH:8]=2)[CH:3]([CH2:10]OS(C)(=O)=O)[CH2:2]1.[N-:16]=[N+:17]=[N-:18].[Na+]. Product: [N:16]([CH2:10][CH:3]1[C:4]2[C:9](=[CH:8][CH:7]=[CH:6][CH:5]=2)[NH:1][CH2:2]1)=[N+:17]=[N-:18]. The catalyst class is: 3. (6) Reactant: [Cl:1][C:2]1[CH:3]=[C:4]([NH:21][CH2:22][C:23]2[CH:28]=[CH:27][C:26]([O:29][CH3:30])=[CH:25][CH:24]=2)[C:5]2[N:6]([C:8]([C:11]([NH:13][C:14]3[CH:19]=[CH:18][N:17]=[CH:16][C:15]=3[F:20])=[O:12])=[CH:9][N:10]=2)[N:7]=1.[H-].[Na+].[C:33](Cl)(=[O:35])[CH3:34]. Product: [Cl:1][C:2]1[CH:3]=[C:4]([N:21]([CH2:22][C:23]2[CH:28]=[CH:27][C:26]([O:29][CH3:30])=[CH:25][CH:24]=2)[C:33](=[O:35])[CH3:34])[C:5]2[N:6]([C:8]([C:11]([NH:13][C:14]3[CH:19]=[CH:18][N:17]=[CH:16][C:15]=3[F:20])=[O:12])=[CH:9][N:10]=2)[N:7]=1. The catalyst class is: 3. (7) Reactant: [CH3:1][O:2][C:3]1[CH:8]=[CH:7][C:6]([S:9](Cl)(=[O:11])=[O:10])=[CH:5][CH:4]=1.[C:13]1([CH:19]([C:42]2[CH:47]=[CH:46][CH:45]=[CH:44][CH:43]=2)[CH2:20][CH2:21][N:22]([CH:36]2[CH2:41][CH2:40][NH:39][CH2:38][CH2:37]2)[C:23]([NH:25][C:26]2[CH:31]=[CH:30][CH:29]=[C:28]([C:32]([F:35])([F:34])[F:33])[CH:27]=2)=[O:24])[CH:18]=[CH:17][CH:16]=[CH:15][CH:14]=1. Product: [C:42]1([CH:19]([C:13]2[CH:18]=[CH:17][CH:16]=[CH:15][CH:14]=2)[CH2:20][CH2:21][N:22]([CH:36]2[CH2:37][CH2:38][N:39]([S:9]([C:6]3[CH:7]=[CH:8][C:3]([O:2][CH3:1])=[CH:4][CH:5]=3)(=[O:11])=[O:10])[CH2:40][CH2:41]2)[C:23]([NH:25][C:26]2[CH:31]=[CH:30][CH:29]=[C:28]([C:32]([F:34])([F:33])[F:35])[CH:27]=2)=[O:24])[CH:47]=[CH:46][CH:45]=[CH:44][CH:43]=1. The catalyst class is: 7. (8) Reactant: [OH:1][C:2]([C:9](=[O:27])[NH:10][C@@H:11]1[C:17](=[O:18])[NH:16][C:15]2[CH:19]=[CH:20][CH:21]=[CH:22][C:14]=2[C:13]2[CH:23]=[CH:24][CH:25]=[CH:26][C:12]1=2)([CH2:6][CH2:7][CH3:8])[C:3](O)=[O:4].[F:28][C:29]([F:33])([CH3:32])[CH2:30]N.O.O[N:36]1C2C=CC=CC=2N=N1.C(N(C(C)C)CC)(C)C.Cl.CN(C)CCCN=C=NCC. Product: [F:28][C:29]([F:33])([CH3:32])[CH2:30][N:10]([C@@H:11]1[C:17](=[O:18])[NH:16][C:15]2[CH:19]=[CH:20][CH:21]=[CH:22][C:14]=2[C:13]2[CH:23]=[CH:24][CH:25]=[CH:26][C:12]1=2)[C:9](=[O:27])[C:2]([OH:1])([CH2:6][CH2:7][CH3:8])[C:3]([NH2:36])=[O:4]. The catalyst class is: 7. (9) Reactant: Cl[C:2]1[CH:7]=[C:6]([C:8]2[CH:13]=[CH:12][C:11]([O:14][CH:15]([CH3:17])[CH3:16])=[CH:10][CH:9]=2)[N:5]=[C:4]([C:18]2[CH:23]=[N:22][CH:21]=[CH:20][N:19]=2)[CH:3]=1.[OH:24][C@H:25]1[CH2:65][N:28]2[C:29](=[O:64])[C@@H:30]([NH:56][C:57](=[O:63])[O:58][C:59]([CH3:62])([CH3:61])[CH3:60])[C@H:31]([CH3:55])[CH2:32][CH:33]([CH3:54])[CH2:34][CH2:35][CH:36]=[CH:37][C@@H:38]3[CH2:43][C@@:39]3([C:44](=[O:53])[NH:45][S:46]([C:49]3([CH3:52])[CH2:51][CH2:50]3)(=[O:48])=[O:47])[NH:40][C:41](=[O:42])[C@@H:27]2[CH2:26]1.CC(C)([O-])C.[K+].Cl. Product: [CH:15]([O:14][C:11]1[CH:12]=[CH:13][C:8]([C:6]2[CH:7]=[C:2]([O:24][C@H:25]3[CH2:65][N:28]4[C:29](=[O:64])[C@@H:30]([NH:56][C:57](=[O:63])[O:58][C:59]([CH3:62])([CH3:61])[CH3:60])[C@H:31]([CH3:55])[CH2:32][CH:33]([CH3:54])[CH2:34][CH2:35][CH:36]=[CH:37][C@@H:38]5[CH2:43][C@@:39]5([C:44](=[O:53])[NH:45][S:46]([C:49]5([CH3:52])[CH2:51][CH2:50]5)(=[O:47])=[O:48])[NH:40][C:41](=[O:42])[C@@H:27]4[CH2:26]3)[CH:3]=[C:4]([C:18]3[CH:23]=[N:22][CH:21]=[CH:20][N:19]=3)[N:5]=2)=[CH:9][CH:10]=1)([CH3:17])[CH3:16]. The catalyst class is: 16. (10) Reactant: [CH:1]1([N:7]2[C:11]([CH2:12][O:13][CH3:14])=[C:10]([C:15]([O:17]C)=[O:16])[CH:9]=[N:8]2)[CH2:6][CH2:5][CH2:4][CH2:3][CH2:2]1.O.O.[OH-].[Li+]. Product: [CH:1]1([N:7]2[C:11]([CH2:12][O:13][CH3:14])=[C:10]([C:15]([OH:17])=[O:16])[CH:9]=[N:8]2)[CH2:2][CH2:3][CH2:4][CH2:5][CH2:6]1. The catalyst class is: 5.